Dataset: Full USPTO retrosynthesis dataset with 1.9M reactions from patents (1976-2016). Task: Predict the reactants needed to synthesize the given product. (1) The reactants are: [CH3:1][C:2]([S:7]([C:10]1[CH:15]=[CH:14][CH:13]=[C:12]([C:16]([F:19])([F:18])[F:17])[CH:11]=1)(=[O:9])=[O:8])([CH3:6])[C:3](O)=[O:4].C(Cl)(=O)C(Cl)=O.C[N:27](C=O)C. Given the product [CH3:1][C:2]([S:7]([C:10]1[CH:15]=[CH:14][CH:13]=[C:12]([C:16]([F:19])([F:18])[F:17])[CH:11]=1)(=[O:9])=[O:8])([CH3:6])[C:3]([NH2:27])=[O:4], predict the reactants needed to synthesize it. (2) Given the product [Cl:16][C:17]1[CH:18]=[CH:19][C:20]([C:23]2[CH:24]=[CH:25][C:26]([C:29]#[C:30][C:2]3[CH:3]=[CH:4][C:5]4[S:14][C:13]5[CH2:12][CH2:11][NH:10][CH2:9][CH2:8][C:7]=5[C:6]=4[CH:15]=3)=[N:27][CH:28]=2)=[CH:21][CH:22]=1, predict the reactants needed to synthesize it. The reactants are: I[C:2]1[CH:3]=[CH:4][C:5]2[S:14][C:13]3[CH2:12][CH2:11][NH:10][CH2:9][CH2:8][C:7]=3[C:6]=2[CH:15]=1.[Cl:16][C:17]1[CH:22]=[CH:21][C:20]([C:23]2[CH:24]=[CH:25][C:26]([C:29]#[CH:30])=[N:27][CH:28]=2)=[CH:19][CH:18]=1. (3) Given the product [Cl:15][C:13]1[C:12]([C:16]2[CH:21]=[CH:20][CH:19]=[CH:18][CH:17]=2)=[CH:11][N:6]2[N:7]=[C:8]3[C:4]([CH:3]=[C:2]([C:26]4[CH:27]=[CH:28][C:23]([F:22])=[CH:24][CH:25]=4)[CH:10]=[CH:9]3)=[C:5]2[N:14]=1, predict the reactants needed to synthesize it. The reactants are: Br[C:2]1[CH:10]=[CH:9][C:8]2[C:4](=[C:5]3[N:14]=[C:13]([Cl:15])[C:12]([C:16]4[CH:21]=[CH:20][CH:19]=[CH:18][CH:17]=4)=[CH:11][N:6]3[N:7]=2)[CH:3]=1.[F:22][C:23]1[CH:28]=[CH:27][C:26](B(O)O)=[CH:25][CH:24]=1.C(=O)([O-])[O-].[Na+].[Na+].